Task: Regression. Given two drug SMILES strings and cell line genomic features, predict the synergy score measuring deviation from expected non-interaction effect.. Dataset: NCI-60 drug combinations with 297,098 pairs across 59 cell lines Drug 1: C1=C(C(=O)NC(=O)N1)N(CCCl)CCCl. Drug 2: C1=CN(C=N1)CC(O)(P(=O)(O)O)P(=O)(O)O. Cell line: COLO 205. Synergy scores: CSS=5.16, Synergy_ZIP=-11.4, Synergy_Bliss=-22.4, Synergy_Loewe=-27.3, Synergy_HSA=-23.3.